Task: Predict the product of the given reaction.. Dataset: Forward reaction prediction with 1.9M reactions from USPTO patents (1976-2016) (1) The product is: [Si:1]([O:30][C@@H:16]([C:14]#[N:15])[C@@H:17]([NH:19][C:20](=[O:29])[O:21][CH2:22][C:23]1[CH:28]=[CH:27][CH:26]=[CH:25][CH:24]=1)[CH3:18])([C:4]([CH3:7])([CH3:6])[CH3:5])([CH3:3])[CH3:2].[Si:1]([O:30][C@H:16]([C:14]#[N:15])[C@@H:17]([NH:19][C:20](=[O:29])[O:21][CH2:22][C:23]1[CH:28]=[CH:27][CH:26]=[CH:25][CH:24]=1)[CH3:18])([C:4]([CH3:7])([CH3:6])[CH3:5])([CH3:3])[CH3:2]. Given the reactants [Si:1](Cl)([C:4]([CH3:7])([CH3:6])[CH3:5])([CH3:3])[CH3:2].N1C=CN=C1.[C:14]([CH:16]([OH:30])[C@@H:17]([NH:19][C:20](=[O:29])[O:21][CH2:22][C:23]1[CH:28]=[CH:27][CH:26]=[CH:25][CH:24]=1)[CH3:18])#[N:15].O, predict the reaction product. (2) Given the reactants [CH3:1][C:2]1([C:8]2[CH:13]=[CH:12][CH:11]=[C:10]([C:14]3[N:18]=[CH:17][NH:16][N:15]=3)[CH:9]=2)[CH2:7][CH2:6][NH:5][CH2:4][CH2:3]1.C(=O)([O-])O.[Na+].Br[CH2:25][CH2:26][CH2:27][CH2:28][CH2:29][CH3:30], predict the reaction product. The product is: [NH3:5].[CH2:25]([N:5]1[CH2:4][CH2:3][C:2]([CH3:1])([C:8]2[CH:13]=[CH:12][CH:11]=[C:10]([C:14]3[N:18]=[CH:17][NH:16][N:15]=3)[CH:9]=2)[CH2:7][CH2:6]1)[CH2:26][CH2:27][CH2:28][CH2:29][CH3:30]. (3) Given the reactants [Br:1][C:2]1[C:3]2[CH:4]=[C:5]3[C:14](=[O:15])[CH:13](C(OC)=O)[CH2:12][N:6]3[C:7]=2[CH:8]=[C:9]([F:11])[CH:10]=1.Cl.O, predict the reaction product. The product is: [Br:1][C:2]1[C:3]2[CH:4]=[C:5]3[C:14](=[O:15])[CH2:13][CH2:12][N:6]3[C:7]=2[CH:8]=[C:9]([F:11])[CH:10]=1. (4) Given the reactants [NH2:1][C:2]1[C:3]([C:9]([NH:11][NH2:12])=[O:10])=[N:4][C:5]([Br:8])=[CH:6][N:7]=1.[C:13]([O:17][C:18]([N:20]([CH2:22][C:23]1[CH:31]=[CH:30][C:26]([C:27](O)=[O:28])=[CH:25][CH:24]=1)[CH3:21])=[O:19])([CH3:16])([CH3:15])[CH3:14].C(N(CC)CC)C, predict the reaction product. The product is: [NH2:1][C:2]1[C:3]([C:9]([NH:11][NH:12][C:27]([C:26]2[CH:25]=[CH:24][C:23]([CH2:22][N:20]([CH3:21])[C:18](=[O:19])[O:17][C:13]([CH3:14])([CH3:15])[CH3:16])=[CH:31][CH:30]=2)=[O:28])=[O:10])=[N:4][C:5]([Br:8])=[CH:6][N:7]=1. (5) Given the reactants [CH2:1]([O:5][C:6]1[CH:11]=[CH:10][C:9]([OH:12])=[C:8]([F:13])[C:7]=1[F:14])[CH2:2][CH2:3][CH3:4].P([O-])([O-])([O-])=O.[K+].[K+].[K+].Cl[CH2:24][CH:25]1[CH2:30][CH2:29][CH:28]([C:31]2[CH:36]=[CH:35][C:34]([O:37][CH2:38][CH3:39])=[C:33]([F:40])[C:32]=2[F:41])[CH2:27][CH2:26]1, predict the reaction product. The product is: [F:41][C:32]1[C:33]([F:40])=[C:34]([O:37][CH2:38][CH3:39])[CH:35]=[CH:36][C:31]=1[C@H:28]1[CH2:29][CH2:30][C@H:25]([CH2:24][O:12][C:9]2[CH:10]=[CH:11][C:6]([O:5][CH2:1][CH2:2][CH2:3][CH3:4])=[C:7]([F:14])[C:8]=2[F:13])[CH2:26][CH2:27]1.